From a dataset of CYP2C19 inhibition data for predicting drug metabolism from PubChem BioAssay. Regression/Classification. Given a drug SMILES string, predict its absorption, distribution, metabolism, or excretion properties. Task type varies by dataset: regression for continuous measurements (e.g., permeability, clearance, half-life) or binary classification for categorical outcomes (e.g., BBB penetration, CYP inhibition). Dataset: cyp2c19_veith. (1) The molecule is CC(NCc1ccc(Cl)cc1)C(O)c1ccccc1.Cl. The result is 1 (inhibitor). (2) The drug is CO[C@@H]1COC(=O)[C@@H](CCSC)NC(=O)C/C=C\[C@@H](C)COC(=O)CCC[C@H]1C. The result is 0 (non-inhibitor). (3) The compound is Cc1ccccc1-c1nc(N2CCN(C)CC2)c2ccccc2n1. The result is 0 (non-inhibitor). (4) The molecule is COc1ccc(-c2nc3cnc(N4CCNCC4)nc3n(-c3ccc(OC)cc3)c2=O)cc1. The result is 0 (non-inhibitor).